This data is from Catalyst prediction with 721,799 reactions and 888 catalyst types from USPTO. The task is: Predict which catalyst facilitates the given reaction. (1) Reactant: [OH-].[Na+].[C:3]([C:7]1[CH:12]=[CH:11][C:10]([C:13]2[C:14]([C:20]([O:22]CC3C=CC=CC=3)=[O:21])=[CH:15][CH:16]=[CH:17][C:18]=2[CH3:19])=[CH:9][CH:8]=1)([CH3:6])([CH3:5])[CH3:4]. Product: [C:3]([C:7]1[CH:12]=[CH:11][C:10]([C:13]2[C:14]([C:20]([OH:22])=[O:21])=[CH:15][CH:16]=[CH:17][C:18]=2[CH3:19])=[CH:9][CH:8]=1)([CH3:6])([CH3:4])[CH3:5]. The catalyst class is: 5. (2) Reactant: [OH:1][C:2]1[C:7]([C@@H:8]2[CH2:12][CH2:11][N:10]([CH3:13])[C@H:9]2[CH2:14][OH:15])=[C:6]([O:16][CH3:17])[CH:5]=[C:4]([O:18][CH3:19])[C:3]=1[C:20](=[O:22])[CH3:21].[C:23]([C:25]1[CH:34]=[CH:33][C:28]([C:29](OC)=O)=[CH:27][CH:26]=1)#[N:24].[H-].[Na+]. Product: [OH:15][CH2:14][C@H:9]1[C@H:8]([C:7]2[C:6]([O:16][CH3:17])=[CH:5][C:4]([O:18][CH3:19])=[C:3]3[C:2]=2[O:1][C:29]([C:28]2[CH:33]=[CH:34][C:25]([C:23]#[N:24])=[CH:26][CH:27]=2)=[CH:21][C:20]3=[O:22])[CH2:12][CH2:11][N:10]1[CH3:13]. The catalyst class is: 3.